This data is from Forward reaction prediction with 1.9M reactions from USPTO patents (1976-2016). The task is: Predict the product of the given reaction. (1) Given the reactants [C:1]([O:5][C:6]([N:8]1[CH2:12][C@H:11]([CH2:13][OH:14])[C@@H:10]([CH2:15][C:16]2[CH:21]=[CH:20][CH:19]=[CH:18][CH:17]=2)[CH2:9]1)=[O:7])([CH3:4])([CH3:3])[CH3:2].CC1(C)N([O])C(C)(C)CCC1.[K+].[Br-].[O-]Cl.[Na+], predict the reaction product. The product is: [C:1]([O:5][C:6]([N:8]1[CH2:12][C@H:11]([CH:13]=[O:14])[C@@H:10]([CH2:15][C:16]2[CH:17]=[CH:18][CH:19]=[CH:20][CH:21]=2)[CH2:9]1)=[O:7])([CH3:4])([CH3:2])[CH3:3]. (2) Given the reactants Br[C:2]1[N:3]=[CH:4][O:5][C:6]=1[C:7]1[CH:12]=[CH:11][C:10]([C:13]([F:16])([F:15])[F:14])=[CH:9][C:8]=1[F:17].[CH2:18](Cl)Cl.C[Zn]C, predict the reaction product. The product is: [F:17][C:8]1[CH:9]=[C:10]([C:13]([F:16])([F:15])[F:14])[CH:11]=[CH:12][C:7]=1[C:6]1[O:5][CH:4]=[N:3][C:2]=1[CH3:18]. (3) Given the reactants [F:1][C:2]([F:25])([F:24])[C:3]1[CH:8]=[CH:7][C:6]([C:9]2[O:13][C:12]([C:14]3[CH:23]=[CH:22][C:17]([C:18]([O:20]C)=[O:19])=[CH:16][CH:15]=3)=[N:11][N:10]=2)=[CH:5][CH:4]=1.[OH-].[Na+].Cl, predict the reaction product. The product is: [F:25][C:2]([F:1])([F:24])[C:3]1[CH:8]=[CH:7][C:6]([C:9]2[O:13][C:12]([C:14]3[CH:23]=[CH:22][C:17]([C:18]([OH:20])=[O:19])=[CH:16][CH:15]=3)=[N:11][N:10]=2)=[CH:5][CH:4]=1. (4) Given the reactants [Br:1][C:2]1[CH:7]=[C:6]([F:8])[CH:5]=[C:4](Br)[CH:3]=1.C([Li])CCC.[B:15](OC(C)C)([O:20]C(C)C)[O:16]C(C)C, predict the reaction product. The product is: [Br:1][C:2]1[CH:3]=[C:4]([B:15]([OH:20])[OH:16])[CH:5]=[C:6]([F:8])[CH:7]=1. (5) Given the reactants [C:1]([C:5]1[CH:10]=[CH:9][C:8]([CH2:11][CH2:12][CH2:13][CH:14]=[O:15])=[CH:7][CH:6]=1)([O:3][CH3:4])=[O:2].[Br:16]Br, predict the reaction product. The product is: [Br:16][CH:13]([CH2:12][CH2:11][C:8]1[CH:9]=[CH:10][C:5]([C:1]([O:3][CH3:4])=[O:2])=[CH:6][CH:7]=1)[CH:14]=[O:15]. (6) Given the reactants C(=O)([O-])[O-].[K+].[K+].Cl[CH2:8][C:9]1[O:10][C:11]([C:14]2[CH:19]=[CH:18][C:17]([I:20])=[CH:16][CH:15]=2)=[N:12][N:13]=1.[CH3:21][C:22]1[CH:26]=[C:25]([CH3:27])[NH:24][N:23]=1, predict the reaction product. The product is: [CH3:21][C:22]1[CH:26]=[C:25]([CH3:27])[N:24]([CH2:8][C:9]2[O:10][C:11]([C:14]3[CH:19]=[CH:18][C:17]([I:20])=[CH:16][CH:15]=3)=[N:12][N:13]=2)[N:23]=1.